This data is from Reaction yield outcomes from USPTO patents with 853,638 reactions. The task is: Predict the reaction yield, written as a fraction of the theoretical maximum amount of product (1.0 means a 100% yield; for example, 0.34 means a 34% yield). (1) The reactants are [C:1]([O:5][C:6]1[CH:14]=[C:13]2[C:9]([CH:10]=[C:11]([C:15]([CH3:18])([CH3:17])[CH3:16])[NH:12]2)=[CH:8][C:7]=1[N+:19]([O-])=O)([CH3:4])([CH3:3])[CH3:2]. The catalyst is CO.[Ni]. The product is [C:1]([O:5][C:6]1[CH:14]=[C:13]2[C:9]([CH:10]=[C:11]([C:15]([CH3:18])([CH3:17])[CH3:16])[NH:12]2)=[CH:8][C:7]=1[NH2:19])([CH3:4])([CH3:3])[CH3:2]. The yield is 0.320. (2) The reactants are [F:1][C@H:2]1[CH2:6][N:5](C(OC(C)(C)C)=O)[C@H:4]([C:14](=[O:45])[NH:15][C@@:16]([C:31]2[CH:36]=[C:35]([O:37][C:38]([F:43])([F:42])[CH:39]([F:41])[F:40])[CH:34]=[C:33]([F:44])[CH:32]=2)([C:24]2[CH:29]=[CH:28][C:27]([F:30])=[CH:26][CH:25]=2)[CH2:17][C:18]2[CH:23]=[CH:22][CH:21]=[CH:20][CH:19]=2)[CH2:3]1. The catalyst is C(Cl)Cl.C(O)(C(F)(F)F)=O. The product is [F:1][C@H:2]1[CH2:6][NH:5][C@H:4]([C:14]([NH:15][C@@:16]([C:31]2[CH:36]=[C:35]([O:37][C:38]([F:43])([F:42])[CH:39]([F:41])[F:40])[CH:34]=[C:33]([F:44])[CH:32]=2)([C:24]2[CH:25]=[CH:26][C:27]([F:30])=[CH:28][CH:29]=2)[CH2:17][C:18]2[CH:19]=[CH:20][CH:21]=[CH:22][CH:23]=2)=[O:45])[CH2:3]1. The yield is 0.830. (3) The reactants are [CH2:1]([N:8]1[C:16]2[C:11](=[CH:12][C:13]([N+:17]([O-])=O)=[CH:14][CH:15]=2)[CH:10]=[N:9]1)[C:2]1[CH:7]=[CH:6][CH:5]=[CH:4][CH:3]=1. The catalyst is C(O)(=O)C.[Fe]. The product is [CH2:1]([N:8]1[C:16]2[C:11](=[CH:12][C:13]([NH2:17])=[CH:14][CH:15]=2)[CH:10]=[N:9]1)[C:2]1[CH:3]=[CH:4][CH:5]=[CH:6][CH:7]=1. The yield is 0.820. (4) The reactants are [C:1]([O:5][C:6]([NH:8][C:9]1[CH:10]=[N:11][CH:12]=[CH:13][CH:14]=1)=[O:7])([CH3:4])([CH3:3])[CH3:2].[Li]C(C)(C)C.[Cl:20][C:21]1[CH:26]=[CH:25][C:24]([N:27]=[C:28]=[O:29])=[CH:23][CH:22]=1. The catalyst is C1COCC1. The product is [C:1]([O:5][C:6]([NH:8][C:9]1[CH:10]=[N:11][CH:12]=[CH:13][C:14]=1[C:28]([NH:27][C:24]1[CH:25]=[CH:26][C:21]([Cl:20])=[CH:22][CH:23]=1)=[O:29])=[O:7])([CH3:4])([CH3:2])[CH3:3]. The yield is 0.360. (5) The reactants are [NH2:1][C:2]1[CH:7]=[CH:6][C:5]([OH:8])=[CH:4][CH:3]=1.N1C=CC=CC=1.[Cl:15][C:16]1[CH:17]=[C:18]([CH:22]=[CH:23][C:24]=1[Cl:25])[C:19](Cl)=[O:20]. The catalyst is CN(C=O)C.C(OCC)(=O)C.Cl. The product is [Cl:15][C:16]1[CH:17]=[C:18]([CH:22]=[CH:23][C:24]=1[Cl:25])[C:19]([NH:1][C:2]1[CH:7]=[CH:6][C:5]([OH:8])=[CH:4][CH:3]=1)=[O:20]. The yield is 0.370. (6) The reactants are [C:1]([O:5][C:6]([N:8]1[CH2:13][CH2:12][N:11]([C:14]2[CH:19]=[C:18]([OH:20])[CH:17]=[CH:16][C:15]=2[NH:21][C:22]([C:24]2[C:33]3[C:28](=[CH:29][CH:30]=[CH:31][CH:32]=3)[CH:27]=[CH:26][CH:25]=2)=[O:23])[CH2:10][CH2:9]1)=[O:7])([CH3:4])([CH3:3])[CH3:2].CCN(C(C)C)C(C)C.C1C=CC(N([S:50]([C:53]([F:56])([F:55])[F:54])(=[O:52])=[O:51])[S:50]([C:53]([F:56])([F:55])[F:54])(=[O:52])=[O:51])=CC=1. The yield is 0.730. The product is [C:1]([O:5][C:6]([N:8]1[CH2:13][CH2:12][N:11]([C:14]2[CH:19]=[C:18]([O:20][S:50]([C:53]([F:56])([F:55])[F:54])(=[O:52])=[O:51])[CH:17]=[CH:16][C:15]=2[NH:21][C:22]([C:24]2[C:33]3[C:28](=[CH:29][CH:30]=[CH:31][CH:32]=3)[CH:27]=[CH:26][CH:25]=2)=[O:23])[CH2:10][CH2:9]1)=[O:7])([CH3:4])([CH3:2])[CH3:3]. The catalyst is C(Cl)Cl.